Dataset: Catalyst prediction with 721,799 reactions and 888 catalyst types from USPTO. Task: Predict which catalyst facilitates the given reaction. (1) Reactant: [C:1]1([C:3](=[CH:5][CH:6]=[CH:7][CH:8]=1)[OH:4])[OH:2].[O:9]1[CH2:13][CH2:12][CH2:11][CH2:10]1.N1C=C[CH:17]=[CH:16][CH:15]=1.[C:20](Cl)(=[O:27])[C:21]1[CH:26]=[CH:25][CH:24]=[CH:23][CH:22]=1. Product: [C:13]([O:2][C:1]1[CH:8]=[CH:7][CH:6]=[CH:5][C:3]=1[O:4][C:20](=[O:27])[C:21]1[CH:26]=[CH:25][CH:24]=[CH:23][CH:22]=1)(=[O:9])[C:12]1[CH:17]=[CH:16][CH:15]=[CH:10][CH:11]=1. The catalyst class is: 6. (2) Reactant: C([O:3][C:4](=[O:30])[CH2:5][C:6]1[CH:11]=[CH:10][C:9]([C:12]#[C:13][C:14]2[CH:15]=[C:16]3[C:21](=[CH:22][CH:23]=2)[CH2:20][N:19]([CH:24]2[CH2:26][CH2:25]2)[CH2:18][C:17]3([CH3:28])[CH3:27])=[CH:8][C:7]=1[F:29])C.CO.O1CCCC1.O.[OH-].[Li+]. Product: [CH:24]1([N:19]2[CH2:18][C:17]([CH3:28])([CH3:27])[C:16]3[C:21](=[CH:22][CH:23]=[C:14]([C:13]#[C:12][C:9]4[CH:10]=[CH:11][C:6]([CH2:5][C:4]([OH:30])=[O:3])=[C:7]([F:29])[CH:8]=4)[CH:15]=3)[CH2:20]2)[CH2:26][CH2:25]1. The catalyst class is: 6. (3) Reactant: [N+:1]([C:4]1[CH:5]=[C:6]([CH:10]=[CH:11][C:12]=1C)[C:7]([OH:9])=[O:8])([O-:3])=[O:2].[C:14](O)([CH3:17])([CH3:16])[CH3:15].Cl.[CH3:20]N(C)CCCN=C=NCC.C(OCC)(=O)C. Product: [C:14]([O:9][C:7](=[O:8])[C:6]1([CH3:20])[CH:10]=[CH:11][CH:12]=[C:4]([N+:1]([O-:3])=[O:2])[CH2:5]1)([CH3:17])([CH3:16])[CH3:15]. The catalyst class is: 112.